Dataset: Rat liver microsome stability data. Task: Regression/Classification. Given a drug SMILES string, predict its absorption, distribution, metabolism, or excretion properties. Task type varies by dataset: regression for continuous measurements (e.g., permeability, clearance, half-life) or binary classification for categorical outcomes (e.g., BBB penetration, CYP inhibition). Dataset: rlm. (1) The drug is CN(C)CCNC(=O)c1nc2nc(-c3ccccc3)c(-c3cccc(F)c3)cc2n1C. The result is 0 (unstable in rat liver microsomes). (2) The molecule is COc1cc(NC(C)CCCNC(=O)C2CCC3(CC2)OOC2(OO3)C3CC4CC(C3)CC2C4)c2ncccc2c1-c1ccc(Cl)cc1. The result is 0 (unstable in rat liver microsomes). (3) The drug is Cc1nc2cc(C(=O)N3CCC4(CC3)CC(=O)c3c(cnn3C(C)C)C4)ccc2[nH]1. The result is 0 (unstable in rat liver microsomes). (4) The molecule is CC(C)(C)c1ccc(-c2c(C(=O)N3CCN(C(=O)C4CC4)CC3)cnc3ccc(F)cc23)cc1. The result is 1 (stable in rat liver microsomes).